This data is from Forward reaction prediction with 1.9M reactions from USPTO patents (1976-2016). The task is: Predict the product of the given reaction. The product is: [Br:6][C:7]1[CH:8]=[C:9]2[C:13](=[CH:14][CH:15]=1)[C:12](=[O:16])[NH:17][CH2:11][CH2:10]2. Given the reactants CS(O)(=O)=O.[Br:6][C:7]1[CH:8]=[C:9]2[C:13](=[CH:14][CH:15]=1)[C:12](=[O:16])[CH2:11][CH2:10]2.[N-:17]=[N+]=[N-].[Na+].[OH-].[Na+], predict the reaction product.